Dataset: Reaction yield outcomes from USPTO patents with 853,638 reactions. Task: Predict the reaction yield, written as a fraction of the theoretical maximum amount of product (1.0 means a 100% yield; for example, 0.34 means a 34% yield). (1) The yield is 0.440. The reactants are C[C:2]1[CH:10]=[C:9]([NH:11][C:12](=[O:36])[NH:13][C:14]2[CH:19]=[CH:18][C:17]([C:20]3[N:25]=[C:24]([O:26][CH:27]([CH3:29])[CH3:28])[N:23]=[C:22]([N:30]4[CH2:35][CH2:34][O:33][CH2:32][CH2:31]4)[N:21]=3)=[CH:16][CH:15]=2)[CH:8]=[CH:7][C:3]=1[C:4]([OH:6])=O.[CH3:37][N:38]1[CH2:43][CH2:42][NH:41][CH2:40][CH2:39]1. No catalyst specified. The product is [CH:27]([O:26][C:24]1[N:23]=[C:22]([N:30]2[CH2:31][CH2:32][O:33][CH2:34][CH2:35]2)[N:21]=[C:20]([C:17]2[CH:16]=[CH:15][C:14]([NH:13][C:12]([NH:11][C:9]3[CH:8]=[CH:7][C:3]([C:4]([N:41]4[CH2:42][CH2:43][N:38]([CH3:37])[CH2:39][CH2:40]4)=[O:6])=[CH:2][CH:10]=3)=[O:36])=[CH:19][CH:18]=2)[N:25]=1)([CH3:28])[CH3:29]. (2) The reactants are C(#N)C.Cl[C:5]1[CH:10]=[CH:9][N:8]=[C:7]([N:11]2[C:23](=[O:24])[C:22]3[N:14]([C:15]4[C@@H:16]5[CH2:25][C@H:19]([C:20]=4[CH:21]=3)[CH2:18][CH2:17]5)[CH2:13][CH2:12]2)[C:6]=1[CH:26]=[O:27].[CH3:28][N:29]1[CH:34]=[C:33](B2OC(C)(C)C(C)(C)O2)[CH:32]=[C:31]([NH:44][C:45]2[CH:50]=[CH:49][C:48]([N:51]3[CH2:56][CH2:55][N:54]([CH:57]4[CH2:60][O:59][CH2:58]4)[CH2:53][C@@H:52]3[CH3:61])=[CH:47][N:46]=2)[C:30]1=[O:62].C([O-])(=O)C.[K+]. The catalyst is C1C=CC(P(C2C=CC=CC=2)[C-]2C=CC=C2)=CC=1.C1C=CC(P(C2C=CC=CC=2)[C-]2C=CC=C2)=CC=1.Cl[Pd]Cl.[Fe+2].O. The product is [CH3:28][N:29]1[C:30](=[O:62])[C:31]([NH:44][C:45]2[CH:50]=[CH:49][C:48]([N:51]3[CH2:56][CH2:55][N:54]([CH:57]4[CH2:58][O:59][CH2:60]4)[CH2:53][C@@H:52]3[CH3:61])=[CH:47][N:46]=2)=[CH:32][C:33]([C:5]2[CH:10]=[CH:9][N:8]=[C:7]([N:11]3[C:23](=[O:24])[C:22]4[N:14]([C:15]5[C@@H:16]6[CH2:25][C@H:19]([C:20]=5[CH:21]=4)[CH2:18][CH2:17]6)[CH2:13][CH2:12]3)[C:6]=2[CH:26]=[O:27])=[CH:34]1. The yield is 0.290. (3) The reactants are [CH3:1][O:2][C:3]([C:5]1([CH2:20]I)[CH:9]([CH3:10])[C:8](=[O:11])[N:7]([C:12]2[C:17]([CH3:18])=[CH:16][CH:15]=[CH:14][C:13]=2[CH3:19])[CH2:6]1)=[O:4].[CH2:22]([NH:24][CH3:25])[CH3:23]. The catalyst is CC#N. The product is [CH3:1][O:2][C:3]([C:5]1([CH2:20][N:24]([CH2:22][CH3:23])[CH3:25])[CH:9]([CH3:10])[C:8](=[O:11])[N:7]([C:12]2[C:17]([CH3:18])=[CH:16][CH:15]=[CH:14][C:13]=2[CH3:19])[CH2:6]1)=[O:4]. The yield is 0.120. (4) The reactants are [ClH:1].CO[C:4](=O)[CH:5]([NH2:12])[CH2:6][CH2:7][CH2:8][CH2:9][C:10]#[CH:11].[N:14]#[C:15][NH2:16]. No catalyst specified. The product is [ClH:1].[CH2:6]([C:5]1[N:12]=[C:15]([NH2:16])[NH:14][CH:4]=1)[CH2:7][CH2:8][CH2:9][C:10]#[CH:11]. The yield is 0.870. (5) The reactants are C1(=O)O[CH:4]=[CH:3]O1.[C:7]1([CH3:16])[CH:12]=[CH:11][C:10]([C:13]([NH2:15])=[O:14])=[CH:9][CH:8]=1. The catalyst is O. The product is [CH3:16][C:7]1[CH:12]=[CH:11][C:10]([C:13]2[O:14][CH:3]=[CH:4][N:15]=2)=[CH:9][CH:8]=1. The yield is 0.450. (6) The reactants are [NH2:1][C:2]1[S:3][C:4]([C:8]([O:10][CH2:11]C)=[O:9])=[C:5](C)[N:6]=1.NC1SC(C(OC)=O)=CN=1.Cl[CH2:24][CH2:25][N:26]=[C:27]=[O:28]. No catalyst specified. The product is [O:28]=[C:27]1[NH:26][CH2:25][CH2:24][N:1]1[C:2]1[S:3][C:4]([C:8]([O:10][CH3:11])=[O:9])=[CH:5][N:6]=1. The yield is 0.440.